This data is from HIV replication inhibition screening data with 41,000+ compounds from the AIDS Antiviral Screen. The task is: Binary Classification. Given a drug SMILES string, predict its activity (active/inactive) in a high-throughput screening assay against a specified biological target. The molecule is O=C(CC1(O)C(=O)Nc2c(Cl)ccc(Cl)c21)c1ccc(Cl)cc1Cl. The result is 0 (inactive).